Task: Predict the product of the given reaction.. Dataset: Forward reaction prediction with 1.9M reactions from USPTO patents (1976-2016) (1) Given the reactants Br[CH2:2][C:3]1[O:7][N:6]=[C:5]([C:8]([NH:10][CH2:11][CH2:12][C:13]2[C:21]3[C:16](=[CH:17][CH:18]=[C:19]([Cl:22])[CH:20]=3)[NH:15][CH:14]=2)=[O:9])[CH:4]=1.[C:23]([C:25]1[CH:30]=[CH:29][C:28](B(O)O)=[CH:27][CH:26]=1)#[N:24].C(=O)([O-])[O-].[Na+].[Na+], predict the reaction product. The product is: [Cl:22][C:19]1[CH:20]=[C:21]2[C:16](=[CH:17][CH:18]=1)[NH:15][CH:14]=[C:13]2[CH2:12][CH2:11][NH:10][C:8]([C:5]1[CH:4]=[C:3]([CH2:2][C:28]2[CH:29]=[CH:30][C:25]([C:23]#[N:24])=[CH:26][CH:27]=2)[O:7][N:6]=1)=[O:9]. (2) Given the reactants [Br:1][C:2]1[CH:11]=[C:10]2[C:5]([C:6](Cl)=[C:7]([N+:12]([O-:14])=[O:13])[CH:8]=[N:9]2)=[CH:4][CH:3]=1.[CH:16]([O:19][CH2:20][CH2:21][CH2:22][NH2:23])([CH3:18])[CH3:17], predict the reaction product. The product is: [Br:1][C:2]1[CH:11]=[C:10]2[C:5]([C:6]([NH:23][CH2:22][CH2:21][CH2:20][O:19][CH:16]([CH3:18])[CH3:17])=[C:7]([N+:12]([O-:14])=[O:13])[CH:8]=[N:9]2)=[CH:4][CH:3]=1. (3) Given the reactants Br[C:2]1[CH:3]=[N:4][CH:5]=[C:6]([O:8][CH3:9])[CH:7]=1.[CH3:10][C:11]1[S:12][CH:13]=[C:14]([C:16]#[C:17][Si](C)(C)C)[N:15]=1.C1(P(C2C=CC=CC=2)C2C=CC=CC=2)C=CC=CC=1.C(N(CC)CC)C.[F-].C([N+](CCCC)(CCCC)CCCC)CCC, predict the reaction product. The product is: [CH3:9][O:8][C:6]1[CH:5]=[N:4][CH:3]=[C:2]([C:17]#[C:16][C:14]2[N:15]=[C:11]([CH3:10])[S:12][CH:13]=2)[CH:7]=1. (4) Given the reactants [PH4+].[CH3:2]C([O-])(C)C.[K+].[Cl:8][C:9]1[CH:16]=[C:15]([O:17][CH3:18])[CH:14]=[CH:13][C:10]=1[CH:11]=O, predict the reaction product. The product is: [Cl:8][C:9]1[CH:16]=[C:15]([O:17][CH3:18])[CH:14]=[CH:13][C:10]=1[CH:11]=[CH2:2]. (5) Given the reactants [CH:1]1([N:6]2[CH2:12][C:11]([F:14])([F:13])[C:10](=[O:15])[N:9]([CH3:16])[C:8]3[CH:17]=[N:18][C:19]([NH:21][C:22]4[CH:30]=[CH:29][C:25]([C:26](O)=[O:27])=[CH:24][C:23]=4[C:31]([F:34])([F:33])[F:32])=[N:20][C:7]2=3)[CH2:5][CH2:4][CH2:3][CH2:2]1.ON1C2C=CC=CC=2N=N1.F[P-](F)(F)(F)(F)F.CN(C(N(C)C)=[N+]1C2C=CC=CC=2[N+]([O-])=N1)C.C(N(C(C)C)CC)(C)C.[NH2:78][CH:79]1[CH2:84][CH2:83][O:82][CH2:81][CH2:80]1, predict the reaction product. The product is: [CH:1]1([N:6]2[CH2:12][C:11]([F:13])([F:14])[C:10](=[O:15])[N:9]([CH3:16])[C:8]3[CH:17]=[N:18][C:19]([NH:21][C:22]4[CH:30]=[CH:29][C:25]([C:26]([NH:78][CH:79]5[CH2:84][CH2:83][O:82][CH2:81][CH2:80]5)=[O:27])=[CH:24][C:23]=4[C:31]([F:34])([F:32])[F:33])=[N:20][C:7]2=3)[CH2:2][CH2:3][CH2:4][CH2:5]1. (6) Given the reactants [C:1]([O:5][C:6]([N:8]1[CH2:13][CH2:12][NH:11][C@@H:10]([CH3:14])[CH2:9]1)=[O:7])([CH3:4])([CH3:3])[CH3:2].[CH2:15]([O:22][C:23]([N:25]1[CH2:30][CH2:29][C:28](=O)[CH2:27][CH2:26]1)=[O:24])[C:16]1[CH:21]=[CH:20][CH:19]=[CH:18][CH:17]=1.C([BH3-])#N.[Na+].[OH-].[Na+], predict the reaction product. The product is: [C:1]([O:5][C:6]([N:8]1[CH2:13][CH2:12][N:11]([CH:28]2[CH2:29][CH2:30][N:25]([C:23]([O:22][CH2:15][C:16]3[CH:17]=[CH:18][CH:19]=[CH:20][CH:21]=3)=[O:24])[CH2:26][CH2:27]2)[C@@H:10]([CH3:14])[CH2:9]1)=[O:7])([CH3:4])([CH3:2])[CH3:3].